Predict the product of the given reaction. From a dataset of Forward reaction prediction with 1.9M reactions from USPTO patents (1976-2016). (1) Given the reactants Cl.Cl.[NH:3]1[CH2:8][CH2:7][CH2:6][CH:5]([NH:9][C:10]([NH:12][C:13]2[N:14]=[C:15]3[CH:21]=[CH:20][N:19]([CH2:22][O:23][CH2:24][CH2:25][Si:26]([CH3:29])([CH3:28])[CH3:27])[C:16]3=[N:17][CH:18]=2)=[O:11])[CH2:4]1.[CH3:30][CH:31]([CH3:37])[CH2:32][S:33](Cl)(=[O:35])=[O:34], predict the reaction product. The product is: [CH3:30][CH:31]([CH3:37])[CH2:32][S:33]([N:3]1[CH2:8][CH2:7][CH2:6][C@@H:5]([NH:9][C:10]([NH:12][C:13]2[N:14]=[C:15]3[CH:21]=[CH:20][N:19]([CH2:22][O:23][CH2:24][CH2:25][Si:26]([CH3:29])([CH3:28])[CH3:27])[C:16]3=[N:17][CH:18]=2)=[O:11])[CH2:4]1)(=[O:35])=[O:34]. (2) Given the reactants CN(C(ON1N=NC2C=CC=NC1=2)=[N+](C)C)C.F[P-](F)(F)(F)(F)F.[Cl:25][C:26]1[N:30]2[CH:31]=[C:32]([C:39]3[O:40][CH:41]=[CH:42][CH:43]=3)[CH:33]=[C:34]([C:35]([F:38])([F:37])[F:36])[C:29]2=[N:28][C:27]=1[C:44](O)=[O:45].[CH3:47][N:48]1[CH2:53][CH2:52][NH:51][CH:50]([C:54]2[CH:59]=[CH:58][CH:57]=[CH:56][CH:55]=2)[CH2:49]1, predict the reaction product. The product is: [Cl:25][C:26]1[N:30]2[CH:31]=[C:32]([C:39]3[O:40][CH:41]=[CH:42][CH:43]=3)[CH:33]=[C:34]([C:35]([F:38])([F:37])[F:36])[C:29]2=[N:28][C:27]=1[C:44]([N:51]1[CH2:52][CH2:53][N:48]([CH3:47])[CH2:49][CH:50]1[C:54]1[CH:55]=[CH:56][CH:57]=[CH:58][CH:59]=1)=[O:45]. (3) Given the reactants [C:1]([N:4]1[CH2:9][CH2:8][N:7]([C:10]2[C:15]([C:16]#[N:17])=[C:14](F)[C:13]([N+:19]([O-:21])=[O:20])=[CH:12][CH:11]=2)[CH2:6][CH2:5]1)(=[O:3])[CH3:2].[C:22](=O)([O-])[O-:23].[Cs+].[Cs+], predict the reaction product. The product is: [C:1]([N:4]1[CH2:9][CH2:8][N:7]([C:10]2[C:15]([C:16]#[N:17])=[C:14]([O:23][CH3:22])[C:13]([N+:19]([O-:21])=[O:20])=[CH:12][CH:11]=2)[CH2:6][CH2:5]1)(=[O:3])[CH3:2]. (4) The product is: [Cl:20][C:4]1[CH:3]=[C:2]([NH:25][CH:21]2[CH2:24][CH2:23][CH2:22]2)[N:7]2[N:8]=[C:9]([NH:11][C:12](=[O:19])[C:13]3[CH:18]=[CH:17][CH:16]=[N:15][CH:14]=3)[N:10]=[C:6]2[CH:5]=1. Given the reactants Cl[C:2]1[N:7]2[N:8]=[C:9]([NH:11][C:12](=[O:19])[C:13]3[CH:18]=[CH:17][CH:16]=[N:15][CH:14]=3)[N:10]=[C:6]2[CH:5]=[C:4]([Cl:20])[CH:3]=1.[CH:21]1([NH2:25])[CH2:24][CH2:23][CH2:22]1, predict the reaction product.